The task is: Predict the reaction yield, written as a fraction of the theoretical maximum amount of product (1.0 means a 100% yield; for example, 0.34 means a 34% yield).. This data is from Reaction yield outcomes from USPTO patents with 853,638 reactions. (1) The reactants are [N+:1]([C:4]1[C:5]([C:9]([OH:11])=[O:10])=[N:6][NH:7][CH:8]=1)([O-:3])=[O:2].[CH2:12](Br)[C:13]1[CH:18]=[CH:17][CH:16]=[CH:15][CH:14]=1.C([O-])([O-])=O.[Cs+].[Cs+]. The catalyst is CN(C=O)C. The product is [CH2:12]([N:7]1[CH:8]=[C:4]([N+:1]([O-:3])=[O:2])[C:5]([C:9]([O:11][CH2:12][C:13]2[CH:18]=[CH:17][CH:16]=[CH:15][CH:14]=2)=[O:10])=[N:6]1)[C:13]1[CH:18]=[CH:17][CH:16]=[CH:15][CH:14]=1. The yield is 0.510. (2) The reactants are [CH3:1][O:2][C:3]([NH:5][C@H:6]([C:11]([N:13]1[CH2:17][CH2:16][CH2:15][C@H:14]1[C:18]1[NH:19][C:20]([C:23]2[CH:28]=[C:27]3[CH2:29][O:30][C:31]4[CH:58]=[C:57]5[C:34]([CH:35]=[CH:36][C:37]6[N:41]=[C:40]([C@@H:42]7[CH2:46][C@H:45]([CH2:47][O:48][CH3:49])[CH2:44][N:43]7C(OC(C)(C)C)=O)[NH:39][C:38]=65)=[CH:33][C:32]=4[C:26]3=[CH:25][CH:24]=2)=[CH:21][N:22]=1)=[O:12])[C@@H:7]([CH3:10])[O:8][CH3:9])=[O:4].Cl.[CH3:60][O:61][C:62]([NH:64][C@H:65]([C:69]1[CH:74]=[CH:73][CH:72]=[CH:71][CH:70]=1)[C:66](O)=[O:67])=[O:63].CCN(C(C)C)C(C)C.CCOC(C(C#N)=NOC(N1CCOCC1)=[N+](C)C)=O.F[P-](F)(F)(F)(F)F. The catalyst is C(Cl)Cl.CO. The product is [CH3:9][O:8][C@H:7]([CH3:10])[C@H:6]([NH:5][C:3]([O:2][CH3:1])=[O:4])[C:11]([N:13]1[CH2:17][CH2:16][CH2:15][C@H:14]1[C:18]1[NH:19][C:20]([C:23]2[CH:28]=[C:27]3[CH2:29][O:30][C:31]4[CH:58]=[C:57]5[C:34]([CH:35]=[CH:36][C:37]6[N:41]=[C:40]([C@@H:42]7[CH2:46][C@H:45]([CH2:47][O:48][CH3:49])[CH2:44][N:43]7[C:66](=[O:67])[C@H:65]([NH:64][C:62](=[O:63])[O:61][CH3:60])[C:69]7[CH:74]=[CH:73][CH:72]=[CH:71][CH:70]=7)[NH:39][C:38]=65)=[CH:33][C:32]=4[C:26]3=[CH:25][CH:24]=2)=[CH:21][N:22]=1)=[O:12]. The yield is 0.460.